From a dataset of Full USPTO retrosynthesis dataset with 1.9M reactions from patents (1976-2016). Predict the reactants needed to synthesize the given product. Given the product [CH:1]([O:4][C:5]1[CH:6]=[C:7]([NH2:14])[C:8]([NH2:11])=[CH:9][CH:10]=1)([CH3:3])[CH3:2], predict the reactants needed to synthesize it. The reactants are: [CH:1]([O:4][C:5]1[CH:10]=[CH:9][C:8]([N+:11]([O-])=O)=[C:7]([N+:14]([O-])=O)[CH:6]=1)([CH3:3])[CH3:2].O.O.Cl[Sn]Cl.